This data is from Catalyst prediction with 721,799 reactions and 888 catalyst types from USPTO. The task is: Predict which catalyst facilitates the given reaction. (1) Reactant: [CH:1]1([NH:4][C:5](=[O:23])[C:6]2[CH:11]=[CH:10][C:9]([CH3:12])=[C:8]([NH:13][C:14](=[O:22])[C:15]3[CH:20]=[CH:19][C:18]([OH:21])=[CH:17][CH:16]=3)[CH:7]=2)[CH2:3][CH2:2]1.C(=O)([O-])[O-].[K+].[K+].Cl.Cl[CH2:32][C:33]1[CH:38]=[CH:37][CH:36]=[CH:35][N:34]=1.C(OCC)(=O)C. Product: [CH:1]1([NH:4][C:5](=[O:23])[C:6]2[CH:11]=[CH:10][C:9]([CH3:12])=[C:8]([NH:13][C:14](=[O:22])[C:15]3[CH:16]=[CH:17][C:18]([O:21][CH2:32][C:33]4[CH:38]=[CH:37][CH:36]=[CH:35][N:34]=4)=[CH:19][CH:20]=3)[CH:7]=2)[CH2:2][CH2:3]1. The catalyst class is: 3. (2) Reactant: [NH2:1][CH2:2][C:3]1[CH:4]=[N:5][CH:6]=[CH:7][CH:8]=1.[Br:9][C:10]1[S:14][C:13]([S:15](Cl)(=[O:17])=[O:16])=[CH:12][CH:11]=1.C(N(CC)CC)C. Product: [N:5]1[CH:6]=[CH:7][CH:8]=[C:3]([CH2:2][NH:1][S:15]([C:13]2[S:14][C:10]([Br:9])=[CH:11][CH:12]=2)(=[O:17])=[O:16])[CH:4]=1. The catalyst class is: 1. (3) Reactant: [O:1]=[CH:2][CH2:3][CH2:4][C:5]([O:7][CH3:8])=[O:6]. Product: [CH:2]([CH:3]([CH:2]([OH:1])[CH2:3][CH2:4][C:5]([O:7][CH3:8])=[O:6])[CH2:4][C:5]([O:7][CH3:8])=[O:6])=[O:1]. The catalyst class is: 3. (4) Product: [C:35]([C:7]1[N:12]=[C:11]([C:13]([C:15]2[CH:20]=[CH:19][CH:18]=[C:17]([C:21]([CH3:23])([CH3:24])[CH3:22])[N:16]=2)([C:25]2[CH:30]=[CH:29][CH:28]=[C:27]([C:31]([CH3:33])([CH3:32])[CH3:34])[N:26]=2)[OH:14])[CH:10]=[CH:9][CH:8]=1)([OH:37])=[O:36]. The catalyst class is: 1. Reactant: C([Li])CCC.Br[C:7]1[N:12]=[C:11]([C:13]([C:25]2[CH:30]=[CH:29][CH:28]=[C:27]([C:31]([CH3:34])([CH3:33])[CH3:32])[N:26]=2)([C:15]2[CH:20]=[CH:19][CH:18]=[C:17]([C:21]([CH3:24])([CH3:23])[CH3:22])[N:16]=2)[OH:14])[CH:10]=[CH:9][CH:8]=1.[C:35](=[O:37])=[O:36]. (5) Reactant: [CH2:1]([P:10](=[O:17])([O:14][CH2:15][CH3:16])[O:11][CH2:12][CH3:13])P(=O)(OCC)OCC.[H-].[Na+].[O:20]1[CH:24]=[CH:23][CH:22]=[C:21]1[C:25]1[O:26][C:27]([CH3:56])=[C:28]([CH2:30][O:31][C:32]2[CH:53]=[CH:52][C:35]([CH2:36][N:37]([CH3:51])[C:38]3[C:42]([CH:43]=O)=[CH:41][N:40]([C:45]4[CH:50]=[CH:49][CH:48]=[CH:47][CH:46]=4)[N:39]=3)=[CH:34][C:33]=2[O:54][CH3:55])[N:29]=1.O. Product: [O:20]1[CH:24]=[CH:23][CH:22]=[C:21]1[C:25]1[O:26][C:27]([CH3:56])=[C:28]([CH2:30][O:31][C:32]2[CH:53]=[CH:52][C:35]([CH2:36][N:37]([CH3:51])[C:38]3[C:42](/[CH:43]=[CH:1]/[P:10](=[O:17])([O:11][CH2:12][CH3:13])[O:14][CH2:15][CH3:16])=[CH:41][N:40]([C:45]4[CH:46]=[CH:47][CH:48]=[CH:49][CH:50]=4)[N:39]=3)=[CH:34][C:33]=2[O:54][CH3:55])[N:29]=1. The catalyst class is: 9. (6) Reactant: [C:1]([C:4]1[C:5]([C:19](=[O:21])[CH3:20])=[C:6]([CH3:18])[N:7]([C:10]2[CH:15]=[CH:14][C:13]([OH:16])=[C:12]([Cl:17])[CH:11]=2)[C:8]=1[CH3:9])(=[O:3])[CH3:2].Br[CH2:23][CH3:24].C([O-])([O-])=O.[K+].[K+]. Product: [C:1]([C:4]1[C:5]([C:19](=[O:21])[CH3:20])=[C:6]([CH3:18])[N:7]([C:10]2[CH:15]=[CH:14][C:13]([O:16][CH2:23][CH3:24])=[C:12]([Cl:17])[CH:11]=2)[C:8]=1[CH3:9])(=[O:3])[CH3:2]. The catalyst class is: 3. (7) Reactant: [F:1][C:2]1[CH:3]=[CH:4][C:5]2[O:9][CH:8]([C:10]([N:12]3[CH2:17][CH2:16][NH:15][CH2:14][CH2:13]3)=[O:11])[CH2:7][C:6]=2[CH:18]=1.CCN=C=NCCCN(C)C.Cl.C1C=CC2N(O)N=NC=2C=1.C(N(CC)CC)C.[N+:48]([C:51]1[CH:56]=[CH:55][C:54]([NH:57][CH:58]2[CH2:63][CH2:62][CH:61]([O:64][CH2:65][C:66](O)=[O:67])[CH2:60][CH2:59]2)=[CH:53][C:52]=1[C:69]([F:72])([F:71])[F:70])([O-:50])=[O:49]. Product: [F:1][C:2]1[CH:3]=[CH:4][C:5]2[O:9][CH:8]([C:10]([N:12]3[CH2:13][CH2:14][N:15]([C:66](=[O:67])[CH2:65][O:64][CH:61]4[CH2:62][CH2:63][CH:58]([NH:57][C:54]5[CH:55]=[CH:56][C:51]([N+:48]([O-:50])=[O:49])=[C:52]([C:69]([F:71])([F:70])[F:72])[CH:53]=5)[CH2:59][CH2:60]4)[CH2:16][CH2:17]3)=[O:11])[CH2:7][C:6]=2[CH:18]=1. The catalyst class is: 46. (8) Reactant: Cl[C:2]1[N:7]=[CH:6][N:5]=[C:4]2[C:8]3[C:9](=[N:11][C:12]([N:22]4[CH2:27][CH2:26][O:25][CH2:24][CH2:23]4)=[C:13]4[CH2:18][O:17][C:16]([CH2:20][CH3:21])([CH3:19])[CH2:15][C:14]=34)[S:10][C:3]=12.[N:28]1[CH:33]=[CH:32][CH:31]=[C:30]([CH2:34][NH2:35])[CH:29]=1. Product: [CH2:20]([C:16]1([CH3:19])[O:17][CH2:18][C:13]2=[C:12]([N:22]3[CH2:27][CH2:26][O:25][CH2:24][CH2:23]3)[N:11]=[C:9]3[S:10][C:3]4[C:4](=[N:5][CH:6]=[N:7][C:2]=4[NH:35][CH2:34][C:30]4[CH:29]=[N:28][CH:33]=[CH:32][CH:31]=4)[C:8]3=[C:14]2[CH2:15]1)[CH3:21]. The catalyst class is: 8. (9) Reactant: [CH3:13][C:12]([O:11][C:9](O[C:9]([O:11][C:12]([CH3:15])([CH3:14])[CH3:13])=[O:10])=[O:10])([CH3:15])[CH3:14].[Cl:16][C:17]1[CH:18]=[C:19]([O:28][CH3:29])[C:20]([S:25][CH2:26][CH3:27])=[C:21]([CH2:23][NH2:24])[CH:22]=1.C(O)(=O)CC(CC(O)=O)(C(O)=O)O. Product: [Cl:16][C:17]1[CH:18]=[C:19]([O:28][CH3:29])[C:20]([S:25][CH2:26][CH3:27])=[C:21]([CH2:23][NH:24][C:9](=[O:10])[O:11][C:12]([CH3:13])([CH3:14])[CH3:15])[CH:22]=1. The catalyst class is: 1.